Dataset: Reaction yield outcomes from USPTO patents with 853,638 reactions. Task: Predict the reaction yield, written as a fraction of the theoretical maximum amount of product (1.0 means a 100% yield; for example, 0.34 means a 34% yield). (1) The yield is 0.240. The reactants are [Br:1][CH2:2][CH2:3][CH2:4][C:5]1[S:9][C:8]([C:10]([OH:12])=[O:11])=[CH:7][CH:6]=1.[Si](C=[N+]=[N-])(C)(C)[CH3:14]. The product is [Br:1][CH2:2][CH2:3][CH2:4][C:5]1[S:9][C:8]([C:10]([O:12][CH3:14])=[O:11])=[CH:7][CH:6]=1. The catalyst is C(OCC)(=O)C.CO. (2) The reactants are [H-].[Na+].[CH3:3][O:4][CH2:5][CH2:6][O:7]CCO.[CH2:11]([O:13][C:14](=[O:42])[CH2:15][CH2:16][CH2:17][CH2:18][CH2:19][O:20][CH2:21][CH2:22][O:23][CH2:24][CH2:25][O:26][CH2:27][CH2:28][O:29][CH2:30][CH2:31][O:32][CH2:33][CH2:34][O:35][CH2:36][CH2:37]S(C)(=O)=O)[CH3:12]. The catalyst is C1(C)C=CC=CC=1. The product is [CH2:11]([O:13][C:14](=[O:42])[CH2:15][CH2:16][CH2:17][CH2:18][CH2:19][O:20][CH2:21][CH2:22][O:23][CH2:24][CH2:25][O:26][CH2:27][CH2:28][O:29][CH2:30][CH2:31][O:32][CH2:33][CH2:34][O:35][CH2:36][CH2:37][O:7][CH2:6][CH2:5][O:4][CH3:3])[CH3:12]. The yield is 0.570. (3) The reactants are [CH3:1][NH:2][C:3]1[CH:8]=[CH:7][N:6]=[C:5]([NH2:9])[CH:4]=1.Br[CH2:11][C:12]([C:14]1[CH:19]=[CH:18][C:17]([Br:20])=[CH:16][CH:15]=1)=O. No catalyst specified. The product is [Br:20][C:17]1[CH:18]=[CH:19][C:14]([C:12]2[N:9]=[C:5]3[CH:4]=[C:3]([NH:2][CH3:1])[CH:8]=[CH:7][N:6]3[CH:11]=2)=[CH:15][CH:16]=1. The yield is 0.670. (4) The product is [CH:7]1([N:4]2[CH:3]=[C:2]([I:1])[CH:6]=[N:5]2)[CH2:9][CH2:8]1. The reactants are [I:1][C:2]1[CH:3]=[N:4][NH:5][CH:6]=1.[CH:7]1(B(O)O)[CH2:9][CH2:8]1.C(=O)([O-])[O-].[Na+].[Na+].N1C=CC=CC=1C1C=CC=CN=1. The catalyst is ClCCCl.C([O-])(=O)C.[Cu+2].C([O-])(=O)C. The yield is 0.430.